This data is from Forward reaction prediction with 1.9M reactions from USPTO patents (1976-2016). The task is: Predict the product of the given reaction. The product is: [CH3:50][C:47]1[CH:46]=[CH:45][C:44]([C:43]([N:42]=[C:40]2[N:39]([CH:52]([CH2:57][CH3:58])[C:53]([O:55][CH3:56])=[O:54])[C:38]3[CH:59]=[CH:60][C:35]([O:34][CH2:68][CH2:67][N:64]4[CH2:65][CH2:66][O:61][CH2:62][CH2:63]4)=[CH:36][C:37]=3[S:41]2)=[O:51])=[CH:49][CH:48]=1. Given the reactants C1(P(C2C=CC=CC=2)C2C=CC=CC=2)C=CC=CC=1.N(C(OC(C)C)=O)=NC(OC(C)C)=O.[OH:34][C:35]1[CH:60]=[CH:59][C:38]2[N:39]([CH:52]([CH2:57][CH3:58])[C:53]([O:55][CH3:56])=[O:54])[C:40](=[N:42][C:43](=[O:51])[C:44]3[CH:49]=[CH:48][C:47]([CH3:50])=[CH:46][CH:45]=3)[S:41][C:37]=2[CH:36]=1.[O:61]1[CH2:66][CH2:65][N:64]([CH2:67][CH2:68]O)[CH2:63][CH2:62]1, predict the reaction product.